This data is from Reaction yield outcomes from USPTO patents with 853,638 reactions. The task is: Predict the reaction yield, written as a fraction of the theoretical maximum amount of product (1.0 means a 100% yield; for example, 0.34 means a 34% yield). (1) The reactants are [Cl:1][C:2]1[CH:3]=[C:4]2[C:8](=[C:9]([N+:11]([O-:13])=[O:12])[CH:10]=1)[NH:7][C:6]([CH2:14]I)=[CH:5]2.[NH:16]1[CH2:21][CH2:20][NH:19][CH2:18][C:17]1=[O:22]. The catalyst is C(#N)C. The product is [Cl:1][C:2]1[CH:3]=[C:4]2[C:8](=[C:9]([N+:11]([O-:13])=[O:12])[CH:10]=1)[NH:7][C:6]([CH2:14][N:19]1[CH2:20][CH2:21][NH:16][C:17](=[O:22])[CH2:18]1)=[CH:5]2. The yield is 0.780. (2) The reactants are [OH:1][C:2]1[C:3]([I:19])=[C:4]2[C:9](=[CH:10][CH:11]=1)[N:8]=[C:7]([C@:12]1([CH3:18])[CH2:16][O:15][C:14](=[O:17])[NH:13]1)[N:6]=[CH:5]2.[C:20]([CH:24]1[CH2:29][CH2:28][CH:27](OS(C)(=O)=O)[CH2:26][CH2:25]1)([CH3:23])([CH3:22])[CH3:21].C(=O)([O-])[O-].[Cs+].[Cs+].C(O)(C)(C)C.CC(=O)CC. The catalyst is C(Cl)Cl. The product is [C:20]([C@H:24]1[CH2:29][CH2:28][C@H:27]([O:1][C:2]2[C:3]([I:19])=[C:4]3[C:9](=[CH:10][CH:11]=2)[N:8]=[C:7]([C@:12]2([CH3:18])[CH2:16][O:15][C:14](=[O:17])[NH:13]2)[N:6]=[CH:5]3)[CH2:26][CH2:25]1)([CH3:23])([CH3:22])[CH3:21]. The yield is 0.940. (3) The reactants are [CH2:1]([N:3]1[C:7]([C:8]2[CH:9]=[C:10]([C:13]([OH:15])=O)[S:11][CH:12]=2)=[C:6]([CH3:16])[CH:5]=[N:4]1)[CH3:2].F[P-](F)(F)(F)(F)F.Br[P+](N1CCCC1)(N1CCCC1)N1CCCC1.CCN(C(C)C)C(C)C.[NH2:50][C@@H:51]([CH2:64]/[C:65](/[C:69](/[C:72]([F:75])([F:74])[F:73])=[CH:70]\[CH3:71])=[CH:66]/[CH:67]=C)[CH2:52][N:53]1[C:61](=[O:62])[C:60]2[C:55](=[CH:56][CH:57]=[CH:58][CH:59]=2)[C:54]1=[O:63]. No catalyst specified. The product is [O:63]=[C:54]1[C:55]2[C:60](=[CH:59][CH:58]=[CH:57][CH:56]=2)[C:61](=[O:62])[N:53]1[CH2:52][C@@H:51]([NH:50][C:13]([C:10]1[S:11][CH:12]=[C:8]([C:7]2[N:3]([CH2:1][CH3:2])[N:4]=[CH:5][C:6]=2[CH3:16])[CH:9]=1)=[O:15])[CH2:64][C:65]1[CH:66]=[CH:67][CH:71]=[CH:70][C:69]=1[C:72]([F:74])([F:75])[F:73]. The yield is 0.630. (4) The reactants are [N:1]([OH:4])=[N+]=[N-].[C:5]([O:9][C:10](OC([O-])=O)=[O:11])([CH3:8])([CH3:7])[CH3:6]. The catalyst is CO.[OH-].[OH-].[Pd+2]. The product is [C:10]([NH:1][OH:4])([O:9][C:5]([CH3:8])([CH3:7])[CH3:6])=[O:11]. The yield is 0.240.